Task: Predict the reactants needed to synthesize the given product.. Dataset: Full USPTO retrosynthesis dataset with 1.9M reactions from patents (1976-2016) (1) Given the product [Cl:1][C:2]1[CH:7]=[CH:6][C:5]([C:8]([C:11]2[CH:16]=[CH:15][C:14]([I:17])=[CH:13][CH:12]=2)([OH:9])[CH2:10][NH:21][CH2:20][CH2:18][OH:19])=[CH:4][CH:3]=1, predict the reactants needed to synthesize it. The reactants are: [Cl:1][C:2]1[CH:7]=[CH:6][C:5]([C:8]2([C:11]3[CH:16]=[CH:15][C:14]([I:17])=[CH:13][CH:12]=3)[CH2:10][O:9]2)=[CH:4][CH:3]=1.[CH2:18]([CH2:20][NH2:21])[OH:19].C(N(CC)CC)C. (2) The reactants are: [NH:1]([C:23]([O:25][C:26]([CH3:29])([CH3:28])[CH3:27])=[O:24])[C@H:2]([C:20](O)=[O:21])[CH2:3][CH2:4][CH2:5][NH:6][C:7](=[NH:19])[NH:8][S:9]([C:12]1[CH:18]=[CH:17][C:15]([CH3:16])=[CH:14][CH:13]=1)(=[O:11])=[O:10].ON1C2C=CC=CC=2N=N1.C1(N=C=NC2CCCCC2)CCCCC1.Cl.N[C@H](C(N1CCC[C@H]1C(N[C@H](C([NH:86][C@H:87]([C:104]([O:106][CH2:107][C:108]1[CH:113]=[CH:112][CH:111]=[CH:110][CH:109]=1)=[O:105])[CH2:88][CH2:89][CH2:90]CNC(OCC1C=CC=CC=1Cl)=O)=O)C)=O)=O)CCCNC(=N)NS(C1C=CC(C)=CC=1)(=O)=O. Given the product [NH:1]([C:23]([O:25][C:26]([CH3:29])([CH3:28])[CH3:27])=[O:24])[C@H:2]([C:20]([N:86]1[CH2:90][CH2:89][CH2:88][C@H:87]1[C:104]([O:106][CH2:107][C:108]1[CH:113]=[CH:112][CH:111]=[CH:110][CH:109]=1)=[O:105])=[O:21])[CH2:3][CH2:4][CH2:5][NH:6][C:7](=[NH:19])[NH:8][S:9]([C:12]1[CH:13]=[CH:14][C:15]([CH3:16])=[CH:17][CH:18]=1)(=[O:10])=[O:11], predict the reactants needed to synthesize it. (3) Given the product [F:35][C:32]1[CH:33]=[CH:34][C:29]([C:22]2[O:21][C:12]3=[N:13][C:14]([N:15]([CH3:16])[S:17]([CH3:20])(=[O:18])=[O:19])=[C:9]([CH2:8][CH2:7][CH2:6][CH2:5][C:4]([OH:36])=[O:3])[CH:10]=[C:11]3[C:23]=2[C:24](=[O:28])[NH:25][CH3:26])=[CH:30][CH:31]=1, predict the reactants needed to synthesize it. The reactants are: C([O:3][C:4](=[O:36])[CH2:5][CH2:6][CH2:7][CH2:8][C:9]1[CH:10]=[C:11]2[C:23]([C:24](=[O:28])[NH:25][CH2:26]C)=[C:22]([C:29]3[CH:34]=[CH:33][C:32]([F:35])=[CH:31][CH:30]=3)[O:21][C:12]2=[N:13][C:14]=1[N:15]([S:17]([CH3:20])(=[O:19])=[O:18])[CH3:16])C.[Li+].[OH-]. (4) Given the product [CH2:55]([O:54][C:52]([C@:19]12[CH2:18][CH2:17][C@@H:16]([C:14]([CH2:15][O:3][CH2:4][CH2:5][N:6]3[CH2:11][CH2:10][O:9][CH2:8][CH2:7]3)=[CH2:13])[C@@H:20]1[C@@H:21]1[C@@:34]([CH3:37])([CH2:35][CH2:36]2)[C@@:33]2([CH3:38])[C@@H:24]([C@:25]3([CH3:51])[C@@H:30]([CH2:31][CH2:32]2)[C:29]([CH3:40])([CH3:39])[C:28]([C:41]2[CH:46]=[CH:45][C:44]([C:47]([OH:49])=[O:48])=[CH:43][CH:42]=2)=[CH:27][CH2:26]3)[CH2:23][CH2:22]1)=[O:53])[C:56]1[CH:61]=[CH:60][CH:59]=[CH:58][CH:57]=1, predict the reactants needed to synthesize it. The reactants are: [H-].[Na+].[OH:3][CH2:4][CH2:5][N:6]1[CH2:11][CH2:10][O:9][CH2:8][CH2:7]1.Br[CH2:13][C:14]([C@H:16]1[C@@H:20]2[C@@H:21]3[C@@:34]([CH3:37])([CH2:35][CH2:36][C@@:19]2([C:52]([O:54][CH2:55][C:56]2[CH:61]=[CH:60][CH:59]=[CH:58][CH:57]=2)=[O:53])[CH2:18][CH2:17]1)[C@@:33]1([CH3:38])[C@@H:24]([C@:25]2([CH3:51])[C@@H:30]([CH2:31][CH2:32]1)[C:29]([CH3:40])([CH3:39])[C:28]([C:41]1[CH:46]=[CH:45][C:44]([C:47]([O:49]C)=[O:48])=[CH:43][CH:42]=1)=[CH:27][CH2:26]2)[CH2:23][CH2:22]3)=[CH2:15]. (5) Given the product [OH:8][N:9]1[C:18]2[C:13](=[CH:14][CH:15]=[CH:16][N:17]=2)[C:12]2[CH:19]=[CH:20][CH:21]=[CH:22][C:11]=2[C:10]1=[O:23], predict the reactants needed to synthesize it. The reactants are: C([O:8][N:9]1[C:18]2[C:13](=[CH:14][CH:15]=[CH:16][N:17]=2)[C:12]2[CH:19]=[CH:20][CH:21]=[CH:22][C:11]=2[C:10]1=[O:23])C1C=CC=CC=1.